Dataset: Orexin1 receptor HTS with 218,158 compounds and 233 confirmed actives. Task: Binary Classification. Given a drug SMILES string, predict its activity (active/inactive) in a high-throughput screening assay against a specified biological target. (1) The molecule is O(c1c(cccc1)C(=O)NNC(OC)=O)C. The result is 0 (inactive). (2) The molecule is O(CC(=O)NN1Cc2c(C1=N)cccc2)c1c(OCC)cccc1. The result is 0 (inactive). (3) The drug is FC(F)(F)C(N1CCOCC1)(NC(=O)c1ccccc1)C(OCC)=O. The result is 0 (inactive). (4) The molecule is Clc1ccc(NC(=O)NCc2oc(CN(CCCC)CC)cc2)cc1. The result is 0 (inactive). (5) The molecule is O1CCN(CC1)CCNC(=O)c1cc([N+]([O-])=O)c(OC)cc1. The result is 0 (inactive). (6) The molecule is O=C(NC1CCCC1)C1CCCN(C1)C(=O)Nc1ccccc1. The result is 0 (inactive).